Dataset: Full USPTO retrosynthesis dataset with 1.9M reactions from patents (1976-2016). Task: Predict the reactants needed to synthesize the given product. (1) Given the product [Cl:22][C:5]1[C:6]([CH2:8][CH2:9][C:10]2[CH:15]=[CH:14][CH:13]=[CH:12][C:11]=2[C:16]2([C:19]([NH2:21])=[O:20])[CH2:18][CH2:17]2)=[N:7][C:2]([NH:23][C:24]2[CH:29]=[N:28][C:27]([C:30]#[N:31])=[CH:26][CH:25]=2)=[N:3][CH:4]=1, predict the reactants needed to synthesize it. The reactants are: Cl[C:2]1[N:7]=[C:6]([CH2:8][CH2:9][C:10]2[CH:15]=[CH:14][CH:13]=[CH:12][C:11]=2[C:16]2([C:19]([NH2:21])=[O:20])[CH2:18][CH2:17]2)[C:5]([Cl:22])=[CH:4][N:3]=1.[NH2:23][C:24]1[CH:25]=[CH:26][C:27]([C:30]#[N:31])=[N:28][CH:29]=1.C([O-])([O-])=O.[Cs+].[Cs+]. (2) Given the product [Br:11][C:8]1[CH:9]=[CH:10][C:5]([C:3]2([O:15][CH3:14])[C:2]([CH3:13])([CH3:12])[O:4]2)=[CH:6][CH:7]=1, predict the reactants needed to synthesize it. The reactants are: Br[C:2]([CH3:13])([CH3:12])[C:3]([C:5]1[CH:10]=[CH:9][C:8]([Br:11])=[CH:7][CH:6]=1)=[O:4].[CH3:14][O-:15].[Na+]. (3) The reactants are: [CH3:1][O:2][C:3](=[O:25])[CH2:4][CH2:5][C:6]1[C:10]([CH3:11])=[C:9]([C:12](=[O:23])[NH:13][CH:14]2[CH2:19][CH2:18][N:17]([CH:20]([CH3:22])[CH3:21])[CH2:16][CH2:15]2)[NH:8][C:7]=1[CH3:24].C([O-])([O-])=O.[Cs+].[Cs+].Br[CH2:33][C:34]1[CH:38]=[C:37]([C:39]2[S:40][C:41]([Cl:44])=[CH:42][CH:43]=2)[O:36][N:35]=1.C(O)(=O)C. Given the product [CH3:1][O:2][C:3](=[O:25])[CH2:4][CH2:5][C:6]1[C:10]([CH3:11])=[C:9]([C:12](=[O:23])[NH:13][CH:14]2[CH2:15][CH2:16][N:17]([CH:20]([CH3:21])[CH3:22])[CH2:18][CH2:19]2)[N:8]([CH2:33][C:34]2[CH:38]=[C:37]([C:39]3[S:40][C:41]([Cl:44])=[CH:42][CH:43]=3)[O:36][N:35]=2)[C:7]=1[CH3:24], predict the reactants needed to synthesize it. (4) Given the product [CH3:23][C:8]1[C:7](=[O:24])[NH:6][C:11]([CH3:12])=[CH:10][C:9]=1[O:13][CH2:14][C:15]1[CH:22]=[CH:21][CH:20]=[CH:19][C:16]=1[C:17]#[N:18], predict the reactants needed to synthesize it. The reactants are: COC1C=C(OC)C=CC=1C[N:6]1[C:11]([CH3:12])=[CH:10][C:9]([O:13][CH2:14][C:15]2[CH:22]=[CH:21][CH:20]=[CH:19][C:16]=2[C:17]#[N:18])=[C:8]([CH3:23])[C:7]1=[O:24]. (5) Given the product [N:1]1([C:6]2[N:11]=[N:10][C:9]([CH2:12][C:13]([OH:15])=[O:14])=[CH:8][CH:7]=2)[CH:5]=[N:4][N:3]=[N:2]1, predict the reactants needed to synthesize it. The reactants are: [N:1]1([C:6]2[N:11]=[N:10][C:9]([CH2:12][C:13]([O:15]C)=[O:14])=[CH:8][CH:7]=2)[CH:5]=[N:4][N:3]=[N:2]1.[Li+].[OH-]. (6) Given the product [Cl:48][C:49]1[C:50]([CH3:90])=[C:51]([C:65]2[C:73]3[C:72]([O:74][C@H:75]([CH2:81][C:82]4[CH:83]=[CH:84][CH:85]=[CH:86][C:87]=4[O:10][CH2:9][C:8]4[N:4]([CH2:3][C:2]([F:1])([F:11])[F:12])[N:5]=[CH:6][CH:7]=4)[C:76]([O:78][CH2:79][CH3:80])=[O:77])=[N:71][CH:70]=[N:69][C:68]=3[S:67][C:66]=2[I:89])[CH:52]=[CH:53][C:54]=1[O:55][CH2:56][CH2:57][N:58]1[CH2:59][CH2:60][N:61]([CH3:64])[CH2:62][CH2:63]1, predict the reactants needed to synthesize it. The reactants are: [F:1][C:2]([F:12])([F:11])[CH2:3][N:4]1[C:8]([CH2:9][OH:10])=[CH:7][CH:6]=[N:5]1.C1C=CC(P(C2C=CC=CC=2)C2C=CC=CC=2)=CC=1.N(C(OC(C)(C)C)=O)=NC(OC(C)(C)C)=O.[Cl:48][C:49]1[C:50]([CH3:90])=[C:51]([C:65]2[C:73]3[C:72]([O:74][C@H:75]([CH2:81][C:82]4[CH:87]=[CH:86][CH:85]=[CH:84][C:83]=4O)[C:76]([O:78][CH2:79][CH3:80])=[O:77])=[N:71][CH:70]=[N:69][C:68]=3[S:67][C:66]=2[I:89])[CH:52]=[CH:53][C:54]=1[O:55][CH2:56][CH2:57][N:58]1[CH2:63][CH2:62][N:61]([CH3:64])[CH2:60][CH2:59]1.